Predict which catalyst facilitates the given reaction. From a dataset of Catalyst prediction with 721,799 reactions and 888 catalyst types from USPTO. (1) Reactant: [O:1]1[C:5]2[CH:6]=[CH:7][C:8]([C:10]3([C:13]([OH:15])=O)[CH2:12][CH2:11]3)=[CH:9][C:4]=2[O:3][CH2:2]1.CN(C(ON1N=NC2C=CC=CC1=2)=[N+](C)C)C.F[P-](F)(F)(F)(F)F.CCN(CC)CC.[NH2:47][C:48]1[CH:49]=[C:50]2[C:54](=[CH:55][CH:56]=1)[NH:53][C:52]([C:57]([CH3:61])([CH3:60])[CH2:58][OH:59])=[CH:51]2. Product: [O:1]1[C:5]2[CH:6]=[CH:7][C:8]([C:10]3([C:13]([NH:47][C:48]4[CH:49]=[C:50]5[C:54](=[CH:55][CH:56]=4)[NH:53][C:52]([C:57]([CH3:61])([CH3:60])[CH2:58][OH:59])=[CH:51]5)=[O:15])[CH2:11][CH2:12]3)=[CH:9][C:4]=2[O:3][CH2:2]1. The catalyst class is: 10. (2) Reactant: [C:1]([O:5][C:6]([N:8]1[C:13]2[CH:14]=[C:15]([Cl:19])[CH:16]=[C:17]([Br:18])[C:12]=2[O:11][CH:10]([C:20]([OH:22])=O)[CH2:9]1)=[O:7])([CH3:4])([CH3:3])[CH3:2].CCN(C(C)C)C(C)C.CCN=C=NCCCN(C)C.C1C=CC2N(O)N=NC=2C=1.[F:53][C:54]1[CH:68]=[CH:67][C:57]([CH2:58][C:59]2([C:65]#[N:66])[CH2:64][CH2:63][NH:62][CH2:61][CH2:60]2)=[CH:56][CH:55]=1. Product: [C:1]([O:5][C:6]([N:8]1[C:13]2[CH:14]=[C:15]([Cl:19])[CH:16]=[C:17]([Br:18])[C:12]=2[O:11][CH:10]([C:20]([N:62]2[CH2:63][CH2:64][C:59]([C:65]#[N:66])([CH2:58][C:57]3[CH:56]=[CH:55][C:54]([F:53])=[CH:68][CH:67]=3)[CH2:60][CH2:61]2)=[O:22])[CH2:9]1)=[O:7])([CH3:3])([CH3:4])[CH3:2]. The catalyst class is: 18. (3) Reactant: [CH2:1]1[O:11][C:4]2([CH2:9][CH2:8][C:7](=O)[CH2:6][CH2:5]2)[O:3][CH2:2]1.[NH:12]1[CH2:17][CH2:16][O:15][CH2:14][CH2:13]1.N1C=[CH:21]N=N1.C[Mg]Cl.C1COCC1.[NH4+].[Cl-]. Product: [CH3:21][C:7]1([N:12]2[CH2:17][CH2:16][O:15][CH2:14][CH2:13]2)[CH2:8][CH2:9][C:4]2([O:11][CH2:1][CH2:2][O:3]2)[CH2:5][CH2:6]1. The catalyst class is: 691. (4) Reactant: [CH3:1][O:2][C:3](=[O:12])[C:4]1[CH:9]=[C:8](I)[C:7]([NH2:11])=[N:6][CH:5]=1.O=[C:14]([CH3:18])[C:15]([OH:17])=[O:16].CCN(CC)CC.C1(P(C2C=CC=CC=2)C2C=CC=CC=2)C=CC=CC=1. Product: [CH3:1][O:2][C:3]([C:4]1[CH:9]=[C:8]2[CH:18]=[C:14]([C:15]([OH:17])=[O:16])[NH:11][C:7]2=[N:6][CH:5]=1)=[O:12]. The catalyst class is: 416. (5) Reactant: C([O:3][C:4]([C@H:6]1[CH2:10][C@H:9]([O:11]C(=O)C)[CH2:8][N:7]1[S:15]([C:18]1[CH:23]=[CH:22][C:21]([CH3:24])=[CH:20][CH:19]=1)(=[O:17])=[O:16])=O)C.[H-].[H-].[H-].[H-].[Li+].[Al+3].Cl. Product: [OH:3][CH2:4][C@@H:6]1[N:7]([S:15]([C:18]2[CH:23]=[CH:22][C:21]([CH3:24])=[CH:20][CH:19]=2)(=[O:17])=[O:16])[CH2:8][C@@H:9]([OH:11])[CH2:10]1. The catalyst class is: 1. (6) Reactant: [Br:1][C:2]1[CH:7]=[CH:6][C:5]([CH:8](C(OC)=O)[C:9]([O:11][CH3:12])=[O:10])=[C:4]([N+:17]([O-:19])=[O:18])[CH:3]=1.[Cl-].[Li+].O. Product: [Br:1][C:2]1[CH:7]=[CH:6][C:5]([CH2:8][C:9]([O:11][CH3:12])=[O:10])=[C:4]([N+:17]([O-:19])=[O:18])[CH:3]=1. The catalyst class is: 16. (7) Reactant: [N:1]1[CH:6]=[CH:5][CH:4]=[C:3]([CH:7]=[C:8]2[C:16]3[C:11](=[N:12][CH:13]=[C:14]([C:17]4[CH:22]=[C:21]([O:23][CH3:24])[C:20]([O:25][CH3:26])=[C:19]([O:27][CH3:28])[CH:18]=4)[CH:15]=3)[NH:10][C:9]2=[O:29])[CH:2]=1.C([O-])=O.[NH4+]. Product: [N:1]1[CH:6]=[CH:5][CH:4]=[C:3]([CH2:7][CH:8]2[C:16]3[C:11](=[N:12][CH:13]=[C:14]([C:17]4[CH:22]=[C:21]([O:23][CH3:24])[C:20]([O:25][CH3:26])=[C:19]([O:27][CH3:28])[CH:18]=4)[CH:15]=3)[NH:10][C:9]2=[O:29])[CH:2]=1. The catalyst class is: 19.